From a dataset of Reaction yield outcomes from USPTO patents with 853,638 reactions. Predict the reaction yield, written as a fraction of the theoretical maximum amount of product (1.0 means a 100% yield; for example, 0.34 means a 34% yield). (1) The reactants are [Cl:1][C:2]1[N:3]=[N:4][C:5](Cl)=[C:6]([CH3:9])[C:7]=1[CH3:8].[I-:11].[Na+].I.C(=O)([O-])[O-].[Na+].[Na+].[O-]S([O-])(=S)=O.[Na+].[Na+]. The catalyst is ClCCl.O. The product is [Cl:1][C:2]1[N:3]=[N:4][C:5]([I:11])=[C:6]([CH3:9])[C:7]=1[CH3:8]. The yield is 0.770. (2) The reactants are [CH3:1][C:2]1[O:6][N:5]=[C:4]([C:7]2[CH:12]=[CH:11][CH:10]=[CH:9][CH:8]=2)[C:3]=1[CH2:13][OH:14].Cl[C:16]1[CH:25]=[CH:24][C:19]([C:20]([O:22][CH3:23])=[O:21])=[CH:18][N:17]=1. No catalyst specified. The product is [CH3:23][O:22][C:20](=[O:21])[C:19]1[CH:24]=[CH:25][C:16]([O:14][CH2:13][C:3]2[C:4]([C:7]3[CH:12]=[CH:11][CH:10]=[CH:9][CH:8]=3)=[N:5][O:6][C:2]=2[CH3:1])=[N:17][CH:18]=1. The yield is 0.420.